This data is from Reaction yield outcomes from USPTO patents with 853,638 reactions. The task is: Predict the reaction yield, written as a fraction of the theoretical maximum amount of product (1.0 means a 100% yield; for example, 0.34 means a 34% yield). (1) The reactants are [C:1]([O:5][C:6]([C:8]1[CH:9]=[C:10]([C:14]2[C:19]([CH3:20])=[CH:18][CH:17]=[CH:16][N+:15]=2[O-])[CH:11]=[CH:12][CH:13]=1)=[O:7])([CH3:4])([CH3:3])[CH3:2].[N:22]1C=CC=CC=1.CS(OS(C)(=O)=O)(=O)=O.C(CN)O. The catalyst is CC#N.O. The product is [C:1]([O:5][C:6](=[O:7])[C:8]1[CH:13]=[CH:12][CH:11]=[C:10]([C:14]2[C:19]([CH3:20])=[CH:18][CH:17]=[C:16]([NH2:22])[N:15]=2)[CH:9]=1)([CH3:4])([CH3:3])[CH3:2]. The yield is 0.530. (2) The reactants are Cl.[CH3:2][O:3][C:4]1[CH:9]=[CH:8][C:7]([NH:10][NH2:11])=[CH:6][CH:5]=1.C(N(CC)CC)C.[C:19]([CH2:25][C:26]#[N:27])(=O)[C:20]([CH3:23])([CH3:22])[CH3:21]. The catalyst is C1(C)C=CC=CC=1. The product is [C:20]([C:19]1[CH:25]=[C:26]([NH2:27])[N:10]([C:7]2[CH:8]=[CH:9][C:4]([O:3][CH3:2])=[CH:5][CH:6]=2)[N:11]=1)([CH3:23])([CH3:22])[CH3:21]. The yield is 0.700. (3) The reactants are [N+:1]([C:4]1[CH:5]=[N:6][CH:7]=[C:8]([Cl:11])[C:9]=1[Cl:10])([O-])=O.Cl[Sn]Cl. The catalyst is Cl.CCOCC. The product is [NH2:1][C:4]1[CH:5]=[N:6][CH:7]=[C:8]([Cl:11])[C:9]=1[Cl:10]. The yield is 0.850.